Predict the product of the given reaction. From a dataset of Forward reaction prediction with 1.9M reactions from USPTO patents (1976-2016). (1) Given the reactants [Br:1][C:2]1[CH:3]=[CH:4][C:5]2[N:11]3[C:12]([CH3:15])=[N:13][N:14]=[C:10]3[CH2:9][CH2:8][C:7](=NNC(=O)C)[C:6]=2[CH:21]=1.Cl.[O:23]1CCOCC1, predict the reaction product. The product is: [Br:1][C:2]1[CH:3]=[CH:4][C:5]2[N:11]3[C:12]([CH3:15])=[N:13][N:14]=[C:10]3[CH2:9][CH2:8][C:7](=[O:23])[C:6]=2[CH:21]=1. (2) The product is: [CH3:6][O:5][C:3](=[O:4])[CH:2]([CH2:19][C:18]1[CH:21]=[CH:22][C:15]([N+:12]([O-:14])=[O:13])=[CH:16][CH:17]=1)[C:1]([O:8][CH3:9])=[O:7]. Given the reactants [C:1]([O:8][CH3:9])(=[O:7])[CH2:2][C:3]([O:5][CH3:6])=[O:4].[H-].[Na+].[N+:12]([C:15]1[CH:22]=[CH:21][C:18]([CH2:19]Br)=[CH:17][CH:16]=1)([O-:14])=[O:13].Cl, predict the reaction product. (3) Given the reactants [F:1][C:2]1[CH:3]=[C:4]([CH2:9][CH2:10][C:11]([C:13]2[S:14][C:15]([C:18]3[CH:23]=[CH:22][C:21]([C:24]([F:27])([F:26])[F:25])=[CH:20][CH:19]=3)=[CH:16][CH:17]=2)=[O:12])[CH:5]=[CH:6][C:7]=1[OH:8].Br[C:29]([CH3:38])([CH3:37])[C:30]([O:32][C:33]([CH3:36])([CH3:35])[CH3:34])=[O:31], predict the reaction product. The product is: [F:1][C:2]1[CH:3]=[C:4]([CH2:9][CH2:10][C:11](=[O:12])[C:13]2[S:14][C:15]([C:18]3[CH:23]=[CH:22][C:21]([C:24]([F:27])([F:25])[F:26])=[CH:20][CH:19]=3)=[CH:16][CH:17]=2)[CH:5]=[CH:6][C:7]=1[O:8][C:29]([CH3:38])([CH3:37])[C:30]([O:32][C:33]([CH3:36])([CH3:35])[CH3:34])=[O:31]. (4) Given the reactants [C:1]1(C)[C:2]([S:7](Cl)(=[O:9])=[O:8])=[CH:3][CH:4]=[CH:5][CH:6]=1.[CH3:12][O:13][CH2:14][CH2:15][CH2:16][N:17]1[C:22]2[CH:23]=[C:24]([CH2:27][O:28][C@@H:29]3[C@@H:34]([C:35]4[CH:40]=[CH:39][C:38]([CH2:41][OH:42])=[CH:37][CH:36]=4)[C@H:33]([O:43][Si:44]([CH:51]([CH3:53])[CH3:52])([CH:48]([CH3:50])[CH3:49])[CH:45]([CH3:47])[CH3:46])[CH2:32][NH:31][CH2:30]3)[CH:25]=[CH:26][C:21]=2[O:20][CH2:19][CH2:18]1.[C:54](OCC)(=O)C, predict the reaction product. The product is: [CH3:12][O:13][CH2:14][CH2:15][CH2:16][N:17]1[C:22]2[CH:23]=[C:24]([CH2:27][O:28][C@@H:29]3[C@@H:34]([C:35]4[CH:36]=[CH:37][C:38]([CH2:41][OH:42])=[CH:39][CH:40]=4)[C@H:33]([O:43][Si:44]([CH:51]([CH3:53])[CH3:52])([CH:48]([CH3:50])[CH3:49])[CH:45]([CH3:46])[CH3:47])[CH2:32][N:31]([S:7]([C:2]4[CH:1]=[CH:6][C:5]([CH3:54])=[CH:4][CH:3]=4)(=[O:8])=[O:9])[CH2:30]3)[CH:25]=[CH:26][C:21]=2[O:20][CH2:19][CH2:18]1. (5) Given the reactants Cl[CH2:2][CH2:3][CH2:4][CH2:5][N:6]1[CH:15]=[C:14]2[C:8]([C:9](=[O:19])[CH2:10][CH2:11][N:12]([CH3:18])[S:13]2(=[O:17])=[O:16])=[CH:7]1.[CH3:20][O:21][C:22]1[CH:27]=[CH:26][CH:25]=[CH:24][C:23]=1[N:28]1[CH2:33][CH2:32][NH:31][CH2:30][CH2:29]1.C(=O)([O-])[O-].[K+].[K+].[I-].[Na+], predict the reaction product. The product is: [CH3:20][O:21][C:22]1[CH:27]=[CH:26][CH:25]=[CH:24][C:23]=1[N:28]1[CH2:33][CH2:32][N:31]([CH2:2][CH2:3][CH2:4][CH2:5][N:6]2[CH:15]=[C:14]3[C:8]([C:9](=[O:19])[CH2:10][CH2:11][N:12]([CH3:18])[S:13]3(=[O:17])=[O:16])=[CH:7]2)[CH2:30][CH2:29]1. (6) Given the reactants [Cl:1][C:2]1[CH:3]=[C:4]2[C:10]([C:11]3[N:16]=[C:15](S(C)=O)[C:14]([F:20])=[CH:13][N:12]=3)=[CH:9][N:8]([S:21]([C:24]3[CH:30]=[CH:29][C:27]([CH3:28])=[CH:26][CH:25]=3)(=[O:23])=[O:22])[C:5]2=[N:6][CH:7]=1.[NH2:31][CH2:32][C@@H:33]1[CH2:38][CH2:37][CH2:36][CH2:35][C@H:34]1[NH:39][C:40](=[O:46])[O:41][C:42]([CH3:45])([CH3:44])[CH3:43], predict the reaction product. The product is: [Cl:1][C:2]1[CH:3]=[C:4]2[C:10]([C:11]3[N:16]=[C:15]([NH:31][CH2:32][C@@H:33]4[CH2:38][CH2:37][CH2:36][CH2:35][C@H:34]4[NH:39][C:40](=[O:46])[O:41][C:42]([CH3:44])([CH3:43])[CH3:45])[C:14]([F:20])=[CH:13][N:12]=3)=[CH:9][N:8]([S:21]([C:24]3[CH:30]=[CH:29][C:27]([CH3:28])=[CH:26][CH:25]=3)(=[O:23])=[O:22])[C:5]2=[N:6][CH:7]=1. (7) The product is: [NH2:5][C:6]1[CH:7]=[CH:8][C:9]([C:10]([O:12][CH2:13][CH2:14][CH:18]([CH3:17])[CH2:22][C:23]([CH3:26])([CH3:25])[CH3:24])=[O:11])=[CH:15][CH:16]=1. Given the reactants [Na].C(O)C.[NH2:5][C:6]1[CH:16]=[CH:15][C:9]([C:10]([O:12][CH2:13][CH3:14])=[O:11])=[CH:8][CH:7]=1.[CH3:17][CH:18]([CH2:22][C:23]([CH3:26])([CH3:25])[CH3:24])CCO, predict the reaction product.